From a dataset of Catalyst prediction with 721,799 reactions and 888 catalyst types from USPTO. Predict which catalyst facilitates the given reaction. Reactant: N#N.[C:3]1(=[O:10])[CH2:8][CH2:7][CH2:6][CH2:5][C:4]1=O.[NH:11]1[CH2:16][CH2:15][O:14][CH2:13][CH2:12]1. Product: [N:11]1([C:4]2[C:3](=[O:10])[CH2:8][CH2:7][CH2:6][CH:5]=2)[CH2:16][CH2:15][O:14][CH2:13][CH2:12]1. The catalyst class is: 11.